Dataset: Catalyst prediction with 721,799 reactions and 888 catalyst types from USPTO. Task: Predict which catalyst facilitates the given reaction. (1) Reactant: [ClH:1].C(OC([N:9]1[CH2:18][CH2:17][C:16]2[C:11](=[CH:12][CH:13]=[C:14]([NH:19][S:20]([C:23]3[C:32]4[C:27](=[CH:28][CH:29]=[CH:30][CH:31]=4)[C:26]([CH3:33])=[CH:25][CH:24]=3)(=[O:22])=[O:21])[CH:15]=2)[CH2:10]1)=O)(C)(C)C. Product: [ClH:1].[CH2:10]1[C:11]2[C:16](=[CH:15][C:14]([NH:19][S:20]([C:23]3[C:32]4[C:27](=[CH:28][CH:29]=[CH:30][CH:31]=4)[C:26]([CH3:33])=[CH:25][CH:24]=3)(=[O:22])=[O:21])=[CH:13][CH:12]=2)[CH2:17][CH2:18][NH:9]1. The catalyst class is: 13. (2) Reactant: Cl[C:2]1[CH:7]=[C:6]([Cl:8])[N:5]=[CH:4][N:3]=1.[F:9][C:10]1[C:16]([F:17])=[CH:15][CH:14]=[CH:13][C:11]=1[NH2:12]. Product: [Cl:8][C:6]1[CH:7]=[C:2]([NH:12][C:11]2[CH:13]=[CH:14][CH:15]=[C:16]([F:17])[C:10]=2[F:9])[N:3]=[CH:4][N:5]=1. The catalyst class is: 8. (3) Reactant: [CH3:1][C:2]([C:7]1[CH:12]=[CH:11][CH:10]=[CH:9][CH:8]=1)([CH3:6])[C:3](O)=[O:4].CSC.B.CO.O. Product: [CH3:6][C:2]([C:7]1[CH:12]=[CH:11][CH:10]=[CH:9][CH:8]=1)([CH3:1])[CH2:3][OH:4]. The catalyst class is: 1. (4) Reactant: Br[C:2]1[S:3][C:4]2[CH:10]=[CH:9][C:8]([F:11])=[CH:7][C:5]=2[N:6]=1.[NH2:12][C:13]1[CH:18]=[CH:17][C:16]([CH2:19][C:20]([O:22][CH3:23])=[O:21])=[CH:15][C:14]=1[Cl:24].[NH+]1C=CC=CC=1.CC1C=CC(S(O)(=O)=O)=CC=1. Product: [Cl:24][C:14]1[CH:15]=[C:16]([CH2:19][C:20]([O:22][CH3:23])=[O:21])[CH:17]=[CH:18][C:13]=1[NH:12][C:2]1[S:3][C:4]2[CH:10]=[CH:9][C:8]([F:11])=[CH:7][C:5]=2[N:6]=1. The catalyst class is: 113. (5) Reactant: [N:1]([C:4]1[CH:9]=[CH:8][CH:7]=[CH:6][C:5]=1[C:10]1[S:11][CH:12]=[CH:13][CH:14]=1)=[N+]=[N-]. Product: [S:11]1[C:10]2[C:5]3[CH:6]=[CH:7][CH:8]=[CH:9][C:4]=3[NH:1][C:14]=2[CH:13]=[CH:12]1. The catalyst class is: 262.